This data is from Full USPTO retrosynthesis dataset with 1.9M reactions from patents (1976-2016). The task is: Predict the reactants needed to synthesize the given product. (1) Given the product [CH3:17][C:12]1[C:11]([C:3]2[CH:2]=[N:1][CH:6]=[CH:5][CH:4]=2)=[C:15]([NH2:16])[S:14][N:13]=1, predict the reactants needed to synthesize it. The reactants are: [N:1]1[CH:6]=[CH:5][CH:4]=[C:3](B(O)O)[CH:2]=1.Br[C:11]1[C:12]([CH3:17])=[N:13][S:14][C:15]=1[NH2:16].C([O-])([O-])=O.[Na+].[Na+]. (2) Given the product [CH3:21][N:16]([C:13]1[CH:12]=[CH:11][C:10]([C:6]2[C:5]3[N:4]([N:3]=[C:2]([NH:1][C:24]4[CH:29]=[CH:28][CH:27]=[C:26]([N:30]5[CH2:35][CH2:34][N:33]([CH3:36])[CH2:32][CH2:31]5)[CH:25]=4)[N:22]=3)[CH:9]=[CH:8][CH:7]=2)=[CH:15][CH:14]=1)[S:17]([CH3:20])(=[O:19])=[O:18], predict the reactants needed to synthesize it. The reactants are: [NH2:1][C:2]1[N:22]=[C:5]2[C:6]([C:10]3[CH:15]=[CH:14][C:13]([N:16]([CH3:21])[S:17]([CH3:20])(=[O:19])=[O:18])=[CH:12][CH:11]=3)=[CH:7][CH:8]=[CH:9][N:4]2[N:3]=1.Br[C:24]1[CH:25]=[C:26]([N:30]2[CH2:35][CH2:34][N:33]([CH3:36])[CH2:32][CH2:31]2)[CH:27]=[CH:28][CH:29]=1.C1(P(C2CCCCC2)C2C=CC=CC=2C2C=CC=CC=2P(C2CCCCC2)C2CCCCC2)CCCCC1. (3) Given the product [Cl:1][C:2]1[CH:3]=[C:4]([S:9]([N:12]2[CH:25]([CH2:26][C:27]([NH:45][C@H:42]3[CH2:43][CH2:44][C@H:39]([CH2:38][CH2:37][N:32]4[CH2:36][CH2:35][CH2:34][CH2:33]4)[CH2:40][CH2:41]3)=[O:29])[C:24]3[C:19](=[CH:20][CH:21]=[CH:22][CH:23]=3)[C:18]3[CH:17]=[CH:16][CH:15]=[CH:14][C:13]2=3)(=[O:10])=[O:11])[CH:5]=[CH:6][C:7]=1[Cl:8], predict the reactants needed to synthesize it. The reactants are: [Cl:1][C:2]1[CH:3]=[C:4]([S:9]([N:12]2[CH:25]([CH2:26][C:27]([OH:29])=O)[C:24]3[C:19](=[CH:20][CH:21]=[CH:22][CH:23]=3)[C:18]3[CH:17]=[CH:16][CH:15]=[CH:14][C:13]2=3)(=[O:11])=[O:10])[CH:5]=[CH:6][C:7]=1[Cl:8].Cl.Cl.[N:32]1([CH2:37][CH2:38][C@H:39]2[CH2:44][CH2:43][C@H:42]([NH2:45])[CH2:41][CH2:40]2)[CH2:36][CH2:35][CH2:34][CH2:33]1. (4) Given the product [Br:11][C:8]1[CH:9]=[CH:10][C:5]([S:3](=[N:13][CH3:12])([NH:2][CH3:1])=[O:4])=[CH:6][CH:7]=1, predict the reactants needed to synthesize it. The reactants are: [CH3:1][NH:2][S:3]([C:5]1[CH:10]=[CH:9][C:8]([Br:11])=[CH:7][CH:6]=1)=[O:4].[CH3:12][NH2:13]. (5) Given the product [Cl:18][C:19]1[CH:20]=[C:21]([N:25]2[CH:29]=[N:28][C:27]([C:30]([N:14]3[CH2:15][CH2:16][N:11]([C:9]([C:7]4[CH:6]=[CH:5][CH:4]=[C:3]([O:2][CH3:1])[N:8]=4)=[O:10])[CH2:12][C@H:13]3[CH3:17])=[O:31])=[N:26]2)[CH:22]=[CH:23][CH:24]=1, predict the reactants needed to synthesize it. The reactants are: [CH3:1][O:2][C:3]1[N:8]=[C:7]([C:9]([N:11]2[CH2:16][CH2:15][NH:14][C@H:13]([CH3:17])[CH2:12]2)=[O:10])[CH:6]=[CH:5][CH:4]=1.[Cl:18][C:19]1[CH:20]=[C:21]([N:25]2[CH:29]=[N:28][C:27]([C:30](O)=[O:31])=[N:26]2)[CH:22]=[CH:23][CH:24]=1.CN(C(ON1N=NC2C=CC=CC1=2)=[N+](C)C)C.[B-](F)(F)(F)F.CCN(C(C)C)C(C)C. (6) The reactants are: CC([Si](C)(C)[O:6][C:7]1[CH:16]=[CH:15][C:14]2[C:9](=[CH:10][C:11]([I:17])=[CH:12][CH:13]=2)[CH:8]=1)(C)C.[F-].C([N+](CCCC)(CCCC)CCCC)CCC. Given the product [I:17][C:11]1[CH:10]=[C:9]2[C:14]([CH:15]=[CH:16][C:7]([OH:6])=[CH:8]2)=[CH:13][CH:12]=1, predict the reactants needed to synthesize it. (7) Given the product [ClH:1].[F:24][C:3]1([F:2])[CH2:4][CH2:5][N:6]([CH2:9][C:10]2[N:15]=[C:14]([NH2:16])[CH:13]=[CH:12][CH:11]=2)[CH2:7][CH2:8]1, predict the reactants needed to synthesize it. The reactants are: [ClH:1].[F:2][C:3]1([F:24])[CH2:8][CH2:7][N:6]([CH2:9][C:10]2[N:15]=[C:14]([NH:16]C(=O)OC(C)(C)C)[CH:13]=[CH:12][CH:11]=2)[CH2:5][CH2:4]1.